From a dataset of Peptide-MHC class II binding affinity with 134,281 pairs from IEDB. Regression. Given a peptide amino acid sequence and an MHC pseudo amino acid sequence, predict their binding affinity value. This is MHC class II binding data. (1) The peptide sequence is SVEESEMFMPRSIGG. The MHC is HLA-DQA10201-DQB10301 with pseudo-sequence HLA-DQA10201-DQB10301. The binding affinity (normalized) is 0.289. (2) The peptide sequence is FAESNSGGDVVHLALMA. The MHC is DRB1_0405 with pseudo-sequence DRB1_0405. The binding affinity (normalized) is 0.